Dataset: Full USPTO retrosynthesis dataset with 1.9M reactions from patents (1976-2016). Task: Predict the reactants needed to synthesize the given product. (1) The reactants are: Br[C:2]1[CH:7]=[CH:6][C:5]([Br:8])=[CH:4][CH:3]=1.[Li]CCCC.[C:14]1(=[O:18])[CH2:17][CH2:16][CH2:15]1.[NH4+].[Cl-]. Given the product [Br:8][C:5]1[CH:6]=[CH:7][C:2]([C:14]2([OH:18])[CH2:17][CH2:16][CH2:15]2)=[CH:3][CH:4]=1, predict the reactants needed to synthesize it. (2) Given the product [C:3]1(=[O:2])[C:12]2[C:7](=[CH:8][CH:9]=[CH:10][CH:11]=2)[C:6](=[O:13])[CH:5]=[C:4]1/[CH:15]=[C:16](\[CH2:20][CH2:21][CH3:22])/[C:17]([OH:19])=[O:18], predict the reactants needed to synthesize it. The reactants are: C[O:2][C:3]1[C:12]2[C:7](=[CH:8][CH:9]=[CH:10][CH:11]=2)[C:6]([O:13]C)=[CH:5][C:4]=1/[CH:15]=[C:16](\[CH2:20][CH2:21][CH3:22])/[C:17]([OH:19])=[O:18].C1(=O)C2C(=CC=CC=2)C(=O)C=C1/C=C(\C)/C(O)=O. (3) Given the product [C:16]12([C:14]([C:11]3[CH:12]=[CH:13][C:2]([C:1]([OH:4])=[O:3])=[CH:9][CH:10]=3)=[O:15])[CH2:23][CH:22]3[CH2:21][CH:20]([CH2:19][CH:18]([CH2:24]3)[CH2:17]1)[CH2:25]2, predict the reactants needed to synthesize it. The reactants are: [C:1]([OH:4])(=[O:3])[CH3:2].[Br-].[Na+].CC1[CH:13]=[CH:12][C:11]([C:14]([C:16]23[CH2:25][CH:20]4[CH2:21][CH:22]([CH2:24][CH:18]([CH2:19]4)[CH2:17]2)[CH2:23]3)=[O:15])=[CH:10][CH:9]=1. (4) Given the product [Cl:1][C:2]1[CH:3]=[C:4]([C:16]([NH:18][C@H:19]([C:21]2[CH:29]=[CH:28][C:24]([C:25]([OH:27])=[O:26])=[CH:23][CH:22]=2)[CH3:20])=[O:17])[C:5]([O:8][C:9]2[CH:10]=[C:11]3[C:12]([CH:39]=[CH:30][N:31]=[CH:32]3)=[CH:13][CH:14]=2)=[N:6][CH:7]=1, predict the reactants needed to synthesize it. The reactants are: [Cl:1][C:2]1[CH:3]=[C:4]([C:16]([NH:18][C@H:19]([C:21]2[CH:29]=[CH:28][C:24]([C:25]([OH:27])=[O:26])=[CH:23][CH:22]=2)[CH3:20])=[O:17])[C:5]([O:8][C:9]2[CH:14]=[CH:13][CH:12]=[C:11](F)[CH:10]=2)=[N:6][CH:7]=1.[CH:30]1[C:39]2C(=CC=C(O)C=2)C=[CH:32][N:31]=1. (5) The reactants are: [Cl-].O[NH3+:3].[C:4](=[O:7])([O-])[OH:5].[Na+].CS(C)=O.[CH2:13]([C:17]1[N:18]=[C:19]([CH3:46])[N:20]([C:39]2[CH:44]=[CH:43][C:42]([CH3:45])=[CH:41][CH:40]=2)[C:21](=[O:38])[C:22]=1[CH2:23][C:24]1[CH:29]=[CH:28][C:27]([C:30]2[C:31]([C:36]#[N:37])=[CH:32][CH:33]=[CH:34][CH:35]=2)=[CH:26][CH:25]=1)[CH2:14][CH2:15][CH3:16]. Given the product [CH2:13]([C:17]1[N:18]=[C:19]([CH3:46])[N:20]([C:39]2[CH:44]=[CH:43][C:42]([CH3:45])=[CH:41][CH:40]=2)[C:21](=[O:38])[C:22]=1[CH2:23][C:24]1[CH:29]=[CH:28][C:27]([C:30]2[CH:35]=[CH:34][CH:33]=[CH:32][C:31]=2[C:36]2[NH:3][C:4](=[O:7])[O:5][N:37]=2)=[CH:26][CH:25]=1)[CH2:14][CH2:15][CH3:16], predict the reactants needed to synthesize it.